This data is from Forward reaction prediction with 1.9M reactions from USPTO patents (1976-2016). The task is: Predict the product of the given reaction. (1) Given the reactants [CH3:1][O:2][C:3]1[CH:11]=[C:10]2[C:6]([C:7]([C:12]#[N:13])=[CH:8][NH:9]2)=[CH:5][CH:4]=1.[CH3:14][C:15]([O:18][C:19](O[C:19]([O:18][C:15]([CH3:17])([CH3:16])[CH3:14])=[O:20])=[O:20])([CH3:17])[CH3:16].O, predict the reaction product. The product is: [C:15]([O:18][C:19]([N:9]1[C:10]2[C:6](=[CH:5][CH:4]=[C:3]([O:2][CH3:1])[CH:11]=2)[C:7]([C:12]#[N:13])=[CH:8]1)=[O:20])([CH3:17])([CH3:16])[CH3:14]. (2) Given the reactants [N:1]1([C:6]2[CH:12]=[CH:11][C:9]([NH2:10])=[CH:8][CH:7]=2)[CH:5]=[CH:4][CH:3]=[N:2]1.C([O-])([O-])=O.[Cs+].[Cs+].Cl[C:20]1[C:25]([CH3:26])=[C:24]([N:27]([CH:35]2[CH2:37][CH2:36]2)C(=O)OC(C)(C)C)[N:23]2[N:38]=[CH:39][C:40]([CH:41]=[O:42])=[C:22]2[N:21]=1.CCOCC, predict the reaction product. The product is: [N:1]1([C:6]2[CH:7]=[CH:8][C:9]([NH:10][C:20]3[C:25]([CH3:26])=[C:24]([NH:27][CH:35]4[CH2:36][CH2:37]4)[N:23]4[N:38]=[CH:39][C:40]([CH:41]=[O:42])=[C:22]4[N:21]=3)=[CH:11][CH:12]=2)[CH:5]=[CH:4][CH:3]=[N:2]1. (3) Given the reactants [N:1]1[C:10]2[C:5](=[N:6][CH:7]=[CH:8][N:9]=2)[C:4]([NH:11][CH2:12][CH2:13][C:14]2[CH:19]=[CH:18][C:17]([OH:20])=[CH:16][CH:15]=2)=[N:3][CH:2]=1.C1(P(C2C=CC=CC=2)C2C=CC=CC=2)C=CC=CC=1.[CH2:40]([O:47][C:48]1[CH:53]=[CH:52][C:51]([CH2:54][CH2:55]O)=[CH:50][CH:49]=1)[C:41]1[CH:46]=[CH:45][CH:44]=[CH:43][CH:42]=1.CC(OC(/N=N/C(OC(C)C)=O)=O)C, predict the reaction product. The product is: [CH2:40]([O:47][C:48]1[CH:49]=[CH:50][C:51]([CH2:54][CH2:55][O:20][C:17]2[CH:18]=[CH:19][C:14]([CH2:13][CH2:12][NH:11][C:4]3[C:5]4[C:10](=[N:9][CH:8]=[CH:7][N:6]=4)[N:1]=[CH:2][N:3]=3)=[CH:15][CH:16]=2)=[CH:52][CH:53]=1)[C:41]1[CH:42]=[CH:43][CH:44]=[CH:45][CH:46]=1. (4) Given the reactants [O:1]1[C:6]2[CH:7]=[CH:8][C:9]([CH2:11][NH:12][C:13]3[CH:14]=[C:15]([CH:18]=[CH:19][C:20]=3F)[C:16]#[N:17])=[CH:10][C:5]=2OC[CH2:2]1.[C:22](Cl)(=[O:27])[CH2:23][CH2:24][CH2:25][CH3:26], predict the reaction product. The product is: [C:16]([C:15]1[CH:14]=[C:13]([N:12]([CH2:11][C:9]2[CH:10]=[CH:5][C:6]([O:1][CH3:2])=[CH:7][CH:8]=2)[C:22](=[O:27])[CH2:23][CH2:24][CH2:25][CH3:26])[CH:20]=[CH:19][CH:18]=1)#[N:17]. (5) Given the reactants [CH3:1][C:2]1[CH:9]=[CH:8][CH:7]=[C:6]([CH3:10])[C:3]=1[CH2:4]O.C(N(CC)CC)C.CS(Cl)(=O)=O.[Br-:23].[Li+], predict the reaction product. The product is: [Br:23][CH2:4][C:3]1[C:2]([CH3:1])=[CH:9][CH:8]=[CH:7][C:6]=1[CH3:10]. (6) Given the reactants [NH2:1][C:2]1[CH:27]=[C:26]([Cl:28])[C:5]([O:6][C:7]2[CH:8]=[CH:9][C:10]([OH:25])=[C:11]([CH:24]=2)[C:12]([NH:14][CH2:15][CH2:16][CH2:17][CH2:18][CH2:19][CH2:20][CH2:21][CH2:22][CH3:23])=[O:13])=[C:4]([Cl:29])[CH:3]=1.C[CH:31]([C:35](Cl)=[O:36])[C:32](Cl)=[O:33].C1C[O:41][CH2:40]C1, predict the reaction product. The product is: [CH3:40][O:41][C:35](=[O:36])[CH2:31][C:32]([NH:1][C:2]1[CH:3]=[C:4]([Cl:29])[C:5]([O:6][C:7]2[CH:8]=[CH:9][C:10]([OH:25])=[C:11]([C:12](=[O:13])[NH:14][CH2:15][CH2:16][CH2:17][CH2:18][CH2:19][CH2:20][CH2:21][CH2:22][CH3:23])[CH:24]=2)=[C:26]([Cl:28])[CH:27]=1)=[O:33]. (7) Given the reactants [N+:1]([C:4]1[CH:12]=[C:11]([C:13]([F:16])([F:15])[F:14])[CH:10]=[CH:9][C:5]=1[C:6]([NH2:8])=[O:7])([O-])=O.[F:17][C:18]([F:29])([F:28])[CH2:19][O:20][CH:21]1[CH2:26][CH2:25][C:24](=O)[CH2:23][CH2:22]1.O.[Sn](Cl)Cl, predict the reaction product. The product is: [F:17][C:18]([F:28])([F:29])[CH2:19][O:20][CH:21]1[CH2:26][CH2:25][C:24]2([NH:8][C:6](=[O:7])[C:5]3[C:4](=[CH:12][C:11]([C:13]([F:16])([F:15])[F:14])=[CH:10][CH:9]=3)[NH:1]2)[CH2:23][CH2:22]1.